This data is from Forward reaction prediction with 1.9M reactions from USPTO patents (1976-2016). The task is: Predict the product of the given reaction. (1) Given the reactants [OH:1][C:2]1[CH:7]=[CH:6][C:5]([CH2:8][CH2:9][C:10]([O:12][CH2:13][CH3:14])=[O:11])=[C:4]([O:15][C:16]2[CH:21]=[CH:20][C:19]([C:22]([F:25])([F:24])[F:23])=[CH:18][N:17]=2)[CH:3]=1.I[CH:27]([CH3:29])[CH3:28].C(=O)([O-])[O-].[K+].[K+].O, predict the reaction product. The product is: [CH:27]([O:1][C:2]1[CH:7]=[CH:6][C:5]([CH2:8][CH2:9][C:10]([O:12][CH2:13][CH3:14])=[O:11])=[C:4]([O:15][C:16]2[CH:21]=[CH:20][C:19]([C:22]([F:25])([F:23])[F:24])=[CH:18][N:17]=2)[CH:3]=1)([CH3:29])[CH3:28]. (2) Given the reactants [Mg].II.Br[C:5]1[CH:10]=[CH:9][C:8]([C:11]([F:14])([F:13])[F:12])=[CH:7][CH:6]=1.[O:15]1[C:24]2[C:19](=[CH:20][CH:21]=[CH:22][CH:23]=2)[C:18](=[O:25])[CH2:17][CH2:16]1, predict the reaction product. The product is: [F:12][C:11]([F:14])([F:13])[C:8]1[CH:9]=[CH:10][C:5]([C:18]2([OH:25])[C:19]3[C:24](=[CH:23][CH:22]=[CH:21][CH:20]=3)[O:15][CH2:16][CH2:17]2)=[CH:6][CH:7]=1. (3) The product is: [NH2:1][C:2]([C:4]1[CH:5]=[N:6][C:7]2[C:12]([C:13]=1[NH:14][C:15]1[CH:16]=[C:17]([CH:23]=[CH:24][CH:25]=1)[C:18]([O:20][CH2:21][CH3:22])=[O:19])=[CH:11][CH:10]=[C:9]([C:32]1[N:28]([CH3:27])[C:29]([CH3:36])=[N:30][CH:31]=1)[CH:8]=2)=[O:3]. Given the reactants [NH2:1][C:2]([C:4]1[CH:5]=[N:6][C:7]2[C:12]([C:13]=1[NH:14][C:15]1[CH:16]=[C:17]([CH:23]=[CH:24][CH:25]=1)[C:18]([O:20][CH2:21][CH3:22])=[O:19])=[CH:11][CH:10]=[C:9](Br)[CH:8]=2)=[O:3].[CH3:27][N:28]1[C:32](B(O)O)=[CH:31][N:30]=[C:29]1[CH3:36], predict the reaction product. (4) Given the reactants [Cl:1][C:2]1[CH:3]=[C:4]([OH:9])[CH:5]=[C:6]([F:8])[CH:7]=1.CCN(CC)CC.[CH:17]([Si:20](Cl)([CH:24]([CH3:26])[CH3:25])[CH:21]([CH3:23])[CH3:22])([CH3:19])[CH3:18], predict the reaction product. The product is: [Cl:1][C:2]1[CH:3]=[C:4]([CH:5]=[C:6]([F:8])[CH:7]=1)[O:9][Si:20]([CH:24]([CH3:26])[CH3:25])([CH:21]([CH3:23])[CH3:22])[CH:17]([CH3:19])[CH3:18]. (5) Given the reactants [N:1]1[CH:6]=[CH:5][CH:4]=[CH:3][C:2]=1[CH2:7][NH2:8].C(N(CC)CC)C.[F:16][C:17]1[CH:22]=[C:21]([S:23][C:24]([F:27])([F:26])[F:25])[CH:20]=[CH:19][C:18]=1[N:28]([CH3:32])[C:29](Cl)=[O:30], predict the reaction product. The product is: [F:16][C:17]1[CH:22]=[C:21]([S:23][C:24]([F:27])([F:26])[F:25])[CH:20]=[CH:19][C:18]=1[N:28]([CH3:32])[C:29]([NH:8][CH2:7][C:2]1[CH:3]=[CH:4][CH:5]=[CH:6][N:1]=1)=[O:30].